Dataset: Reaction yield outcomes from USPTO patents with 853,638 reactions. Task: Predict the reaction yield, written as a fraction of the theoretical maximum amount of product (1.0 means a 100% yield; for example, 0.34 means a 34% yield). (1) The reactants are [C-:1]#[N:2].[K+].Cl.[CH3:5][NH2:6].[CH3:7][C:8]([C:12]1[CH:17]=[CH:16][CH:15]=[CH:14][CH:13]=1)([CH3:11])[CH:9]=O. The catalyst is O.CO. The product is [CH3:7][C:8]([C:12]1[CH:17]=[CH:16][CH:15]=[CH:14][CH:13]=1)([CH3:11])[CH:9]([NH:6][CH3:5])[C:1]#[N:2]. The yield is 0.950. (2) The reactants are Cl[C:2]1[C:3]2[S:15][CH:14]=[CH:13][C:4]=2[N:5]=[C:6]([C:8]([O:10][CH2:11][CH3:12])=[O:9])[N:7]=1.[Br:16][C:17]1[CH:18]=[C:19](B(O)O)[CH:20]=[CH:21][CH:22]=1. No catalyst specified. The product is [Br:16][C:17]1[CH:22]=[C:21]([C:2]2[C:3]3[S:15][CH:14]=[CH:13][C:4]=3[N:5]=[C:6]([C:8]([O:10][CH2:11][CH3:12])=[O:9])[N:7]=2)[CH:20]=[CH:19][CH:18]=1. The yield is 0.430. (3) The reactants are FC(F)(F)C(O)=O.[CH3:8][CH:9]([O:11][C:12]1[CH:19]=[CH:18][C:17]([C:20]2[O:24][N:23]=[C:22]([C:25]3[C:26]([CH3:35])=[C:27]4[C:32](=[CH:33][CH:34]=3)[CH2:31][NH:30][CH2:29][CH2:28]4)[N:21]=2)=[CH:16][C:13]=1[C:14]#[N:15])[CH3:10].[C:36]([O:40][CH2:41][CH3:42])(=[O:39])[CH:37]=[CH2:38].C1CCN2C(=NCCC2)CC1. The catalyst is C(#N)C. The product is [C:14]([C:13]1[CH:16]=[C:17]([C:20]2[O:24][N:23]=[C:22]([C:25]3[C:26]([CH3:35])=[C:27]4[C:32](=[CH:33][CH:34]=3)[CH2:31][N:30]([CH2:38][CH2:37][C:36]([O:40][CH2:41][CH3:42])=[O:39])[CH2:29][CH2:28]4)[N:21]=2)[CH:18]=[CH:19][C:12]=1[O:11][CH:9]([CH3:8])[CH3:10])#[N:15]. The yield is 0.980. (4) The reactants are [Cl:1][C:2]1[N:7]=[C:6]([C:8]2[C:13]([F:14])=[CH:12][CH:11]=[CH:10][N:9]=2)[C:5](N)=[CH:4][CH:3]=1.S(=O)(=O)(O)O.N([O-])=O.[Na+].[I-:25].[K+]. The catalyst is O. The product is [Cl:1][C:2]1[N:7]=[C:6]([C:8]2[C:13]([F:14])=[CH:12][CH:11]=[CH:10][N:9]=2)[C:5]([I:25])=[CH:4][CH:3]=1. The yield is 0.810. (5) The reactants are [Br:1][C:2]1[C:11]2[O:12][CH2:13][O:14][C:10]=2[C:9]2[N:8]([C:15]([O:17][C:18]([CH3:21])([CH3:20])[CH3:19])=[O:16])[C:7]([CH3:23])([CH3:22])[C:6](=[O:24])[CH:5]([CH3:25])[C:4]=2[CH:3]=1.Br[C:27]1C=C2C(=C3CCC[C:36]=13)N(C(OC(C)(C)C)=O)C(C)(C)C(=O)C2C.[CH2:51](I)C=C. No catalyst specified. The product is [CH2:25]([C:5]1([CH3:51])[C:4]2[CH:3]=[C:2]([Br:1])[C:11]3[O:12][CH2:13][O:14][C:10]=3[C:9]=2[N:8]([C:15]([O:17][C:18]([CH3:19])([CH3:21])[CH3:20])=[O:16])[C:7]([CH3:23])([CH3:22])[C:6]1=[O:24])[CH:27]=[CH2:36]. The yield is 1.00. (6) The reactants are [Cl-].[Al+3].[Cl-].[Cl-].[C:5](Cl)(=[O:7])[CH3:6].[CH2:9]([O:11][C:12](=[O:22])[C:13]([CH3:21])([C:15]1[CH:20]=[CH:19][CH:18]=[CH:17][CH:16]=1)[CH3:14])[CH3:10].S(=O)(=O)(O)O. The catalyst is C(=S)=S. The product is [CH2:9]([O:11][C:12](=[O:22])[C:13]([C:15]1[CH:20]=[CH:19][C:18]([C:5](=[O:7])[CH3:6])=[CH:17][CH:16]=1)([CH3:21])[CH3:14])[CH3:10]. The yield is 0.470.